This data is from Forward reaction prediction with 1.9M reactions from USPTO patents (1976-2016). The task is: Predict the product of the given reaction. (1) The product is: [Br:1][C:2]1[CH:3]=[C:4]([CH:7]=[CH:8][CH:9]=1)[CH2:5][NH:6][O:16][CH3:15]. Given the reactants [Br:1][C:2]1[CH:3]=[C:4]([CH:7]=[CH:8][C:9]=1OC)[C:5]#[N:6].B.C1C[O:16][CH2:15]C1.CO, predict the reaction product. (2) Given the reactants [NH2:1][C:2]1[C:7]([N+:8]([O-])=O)=[C:6]([Cl:11])[N:5]=[C:4]([Cl:12])[N:3]=1.[H][H].O, predict the reaction product. The product is: [NH2:1][C:2]1[C:7]([NH2:8])=[C:6]([Cl:11])[N:5]=[C:4]([Cl:12])[N:3]=1. (3) Given the reactants [S:1]1[CH:5]=[CH:4][C:3]([C:6]2SC(NC3C=CC(O)=CC=3)=N[CH:7]=2)=[CH:2]1.S1C=CC(C2C=C(CC=O)C=CC=2)=C1.[CH3:33][O:34][C:35]1[CH:40]=[CH:39][C:38]([NH:41][C:42]([NH2:44])=[S:43])=[C:37]([CH3:45])[CH:36]=1, predict the reaction product. The product is: [CH3:33][O:34][C:35]1[CH:40]=[CH:39][C:38]([NH:41][C:42]2[S:43][C:6]([C:3]3[CH:4]=[CH:5][S:1][CH:2]=3)=[CH:7][N:44]=2)=[C:37]([CH3:45])[CH:36]=1.